From a dataset of Forward reaction prediction with 1.9M reactions from USPTO patents (1976-2016). Predict the product of the given reaction. (1) Given the reactants [F:1][C:2]1[CH:3]=[C:4]([CH:14]=[CH:15][C:16]=1[CH:17]([NH:21][C:22]1[CH:23]=[N:24][C:25]([N:28]2[CH:32]=[C:31]([C:33]([F:36])([F:35])[F:34])[CH:30]=[N:29]2)=[CH:26][CH:27]=1)[CH2:18][CH2:19][CH3:20])[C:5]([NH:7][CH2:8][CH2:9][C:10]([O:12]C)=[O:11])=[O:6].[OH-].[Li+].Cl, predict the reaction product. The product is: [F:1][C:2]1[CH:3]=[C:4]([CH:14]=[CH:15][C:16]=1[CH:17]([NH:21][C:22]1[CH:23]=[N:24][C:25]([N:28]2[CH:32]=[C:31]([C:33]([F:35])([F:34])[F:36])[CH:30]=[N:29]2)=[CH:26][CH:27]=1)[CH2:18][CH2:19][CH3:20])[C:5]([NH:7][CH2:8][CH2:9][C:10]([OH:12])=[O:11])=[O:6]. (2) Given the reactants FC(F)(F)C(O)=O.[Br:8][C:9]1[CH:14]=[CH:13][C:12]([N:15]2[CH2:20][CH2:19][CH2:18][C@@H:17]([NH:21]C(=O)OC(C)(C)C)[CH2:16]2)=[CH:11][CH:10]=1.[OH-].[Na+], predict the reaction product. The product is: [Br:8][C:9]1[CH:14]=[CH:13][C:12]([N:15]2[CH2:20][CH2:19][CH2:18][C@@H:17]([NH2:21])[CH2:16]2)=[CH:11][CH:10]=1. (3) The product is: [C:16]([C:13]1[CH:12]=[CH:11][C:10]([NH:9][C:7](=[O:8])[NH:6][CH2:5][C:4]([OH:19])=[O:3])=[CH:15][CH:14]=1)(=[NH:17])[NH2:18]. Given the reactants C([O:3][C:4](=[O:19])[CH2:5][NH:6][C:7]([NH:9][C:10]1[CH:15]=[CH:14][C:13]([C:16](=[NH:18])[NH2:17])=[CH:12][CH:11]=1)=[O:8])C.[OH-].[Na+], predict the reaction product. (4) Given the reactants [Cl-].O[NH3+:3].[C:4](=[O:7])([O-])[OH:5].[Na+].CS(C)=O.[CH2:13]([C:17]1[N:18]=[C:19]([CH2:48][CH3:49])[N:20]([C:39]2[CH:40]=[CH:41][C:42]3[O:46][CH2:45][CH2:44][C:43]=3[CH:47]=2)[C:21](=[O:38])[C:22]=1[CH2:23][C:24]1[CH:29]=[CH:28][C:27]([C:30]2[C:31]([C:36]#[N:37])=[CH:32][CH:33]=[CH:34][CH:35]=2)=[CH:26][CH:25]=1)[CH2:14][CH2:15][CH3:16], predict the reaction product. The product is: [CH2:13]([C:17]1[N:18]=[C:19]([CH2:48][CH3:49])[N:20]([C:39]2[CH:40]=[CH:41][C:42]3[O:46][CH2:45][CH2:44][C:43]=3[CH:47]=2)[C:21](=[O:38])[C:22]=1[CH2:23][C:24]1[CH:25]=[CH:26][C:27]([C:30]2[CH:35]=[CH:34][CH:33]=[CH:32][C:31]=2[C:36]2[NH:3][C:4](=[O:7])[O:5][N:37]=2)=[CH:28][CH:29]=1)[CH2:14][CH2:15][CH3:16]. (5) Given the reactants [N:1]1([CH2:7][C:8]2[C:16]3[C:11](=[CH:12][CH:13]=[C:14]([C:17]([O-:19])=O)[CH:15]=3)[NH:10][CH:9]=2)[CH2:6][CH2:5][CH2:4][CH2:3][CH2:2]1.[K+].[CH:21]([N:24]1[CH2:29][CH2:28][NH:27][CH2:26][CH2:25]1)([CH3:23])[CH3:22].C1C=CC2N(O)N=NC=2C=1.C(Cl)CCl, predict the reaction product. The product is: [CH:21]([N:24]1[CH2:29][CH2:28][N:27]([C:17]([C:14]2[CH:15]=[C:16]3[C:11](=[CH:12][CH:13]=2)[NH:10][CH:9]=[C:8]3[CH2:7][N:1]2[CH2:2][CH2:3][CH2:4][CH2:5][CH2:6]2)=[O:19])[CH2:26][CH2:25]1)([CH3:23])[CH3:22]. (6) The product is: [C:32]([C:29]1[CH:30]=[CH:31][C:26]([CH2:25][N:20]2[C:21](=[O:24])[N:22]([CH3:23])[C:18]([CH2:17][CH2:16][CH2:15][C:12]3[CH:11]=[CH:10][C:9]([O:8][C:5]([CH3:6])([CH3:7])[C:4]([OH:36])=[O:3])=[CH:14][CH:13]=3)=[N:19]2)=[CH:27][CH:28]=1)([CH3:33])([CH3:34])[CH3:35]. Given the reactants C([O:3][C:4](=[O:36])[C:5]([O:8][C:9]1[CH:14]=[CH:13][C:12]([CH2:15][CH2:16][CH2:17][C:18]2[N:22]([CH3:23])[C:21](=[O:24])[N:20]([CH2:25][C:26]3[CH:31]=[CH:30][C:29]([C:32]([CH3:35])([CH3:34])[CH3:33])=[CH:28][CH:27]=3)[N:19]=2)=[CH:11][CH:10]=1)([CH3:7])[CH3:6])C.[OH-].[Na+], predict the reaction product. (7) The product is: [N:1]([C:2]1[CH:11]=[CH:10][C:5]([C:6]([O:8][CH3:9])=[O:7])=[C:4]([F:12])[CH:3]=1)=[N+:17]=[N-:18]. Given the reactants [NH2:1][C:2]1[CH:11]=[CH:10][C:5]([C:6]([O:8][CH3:9])=[O:7])=[C:4]([F:12])[CH:3]=1.N([O-])=O.[Na+].[N-:17]=[N+:18]=[N-].[Na+], predict the reaction product.